This data is from TCR-epitope binding with 47,182 pairs between 192 epitopes and 23,139 TCRs. The task is: Binary Classification. Given a T-cell receptor sequence (or CDR3 region) and an epitope sequence, predict whether binding occurs between them. (1) The epitope is TLVPQEHYV. The TCR CDR3 sequence is CASSLGMGASYEQYF. Result: 1 (the TCR binds to the epitope). (2) The epitope is KLPDDFTGCV. The TCR CDR3 sequence is CASSLANGQGNFLSEEKTQYF. Result: 1 (the TCR binds to the epitope). (3) The epitope is KAFSPEVIPMF. The TCR CDR3 sequence is CASTDSYGYTF. Result: 1 (the TCR binds to the epitope). (4) Result: 1 (the TCR binds to the epitope). The TCR CDR3 sequence is CASSPEEWGNTEAFF. The epitope is KAYNVTQAF.